This data is from Full USPTO retrosynthesis dataset with 1.9M reactions from patents (1976-2016). The task is: Predict the reactants needed to synthesize the given product. Given the product [CH3:18][N:17]([CH3:19])[C:16]([C:13]1[CH:14]=[CH:15][C:10]([C:9]([OH:21])=[O:8])=[CH:11][CH:12]=1)=[NH:20], predict the reactants needed to synthesize it. The reactants are: C1COCC1.C([O:8][C:9](=[O:21])[C:10]1[CH:15]=[CH:14][C:13]([C:16](=[NH:20])[N:17]([CH3:19])[CH3:18])=[CH:12][CH:11]=1)C.[OH-].[Li+].